From a dataset of CYP2D6 inhibition data for predicting drug metabolism from PubChem BioAssay. Regression/Classification. Given a drug SMILES string, predict its absorption, distribution, metabolism, or excretion properties. Task type varies by dataset: regression for continuous measurements (e.g., permeability, clearance, half-life) or binary classification for categorical outcomes (e.g., BBB penetration, CYP inhibition). Dataset: cyp2d6_veith. (1) The molecule is O=C(CSc1ccc(Cl)cc1)Nc1ccc(N2CCN(c3ccccc3)CC2)c(F)c1. The result is 0 (non-inhibitor). (2) The result is 0 (non-inhibitor). The drug is CN(C)CC(O)COc1ccc(C(C)(C)c2ccc(OCC(O)CN(C)C)cc2)cc1.Cl. (3) The molecule is O=C(O)CCCc1ccc(N(CCCl)CCCl)cc1. The result is 0 (non-inhibitor). (4) The compound is Cc1ccc(OCCNC(=O)/C=C/c2ccc([N+](=O)[O-])cc2)cc1C. The result is 0 (non-inhibitor).